This data is from Forward reaction prediction with 1.9M reactions from USPTO patents (1976-2016). The task is: Predict the product of the given reaction. (1) Given the reactants [Br:1][C:2]1[CH:8]=[CH:7][C:5]([NH2:6])=[CH:4][CH:3]=1.[CH2:9]([O:11][C:12](=[O:23])[C:13](=[CH:19]OCC)[C:14]([O:16][CH2:17][CH3:18])=[O:15])[CH3:10], predict the reaction product. The product is: [CH2:9]([O:11][C:12](=[O:23])[C:13](=[CH:19][NH:6][C:5]1[CH:7]=[CH:8][C:2]([Br:1])=[CH:3][CH:4]=1)[C:14]([O:16][CH2:17][CH3:18])=[O:15])[CH3:10]. (2) Given the reactants C([O-])([O-])=[O:2].C([O-])([O-])=O.OO.OO.OO.[Na+].[Na+].[Na+].[Na+].[CH3:19][O:20][C:21](=[O:30])[CH2:22][CH2:23][CH2:24][CH2:25][C:26](=[O:29])[CH:27]=[CH2:28].O, predict the reaction product. The product is: [CH3:19][O:20][C:21](=[O:30])[CH2:22][CH2:23][CH2:24][CH2:25][C:26](=[O:29])[CH:27]1[O:2][CH2:28]1. (3) Given the reactants [Cl:1][C:2]1[CH:17]=[CH:16][C:5]([CH2:6][N:7]2[C:12](=[O:13])[CH:11]=[CH:10][C:9]([CH:14]=[O:15])=[CH:8]2)=[CH:4][CH:3]=1.CC(C[AlH]CC(C)C)C.CCOC(C)=O, predict the reaction product. The product is: [Cl:1][C:2]1[CH:3]=[CH:4][C:5]([CH2:6][N:7]2[CH:8]=[C:9]([CH2:14][OH:15])[CH:10]=[CH:11][C:12]2=[O:13])=[CH:16][CH:17]=1. (4) The product is: [C:16]([O:15][C:13]([NH:12][CH2:11][C:10]1[CH:20]=[CH:21][C:7]([CH:26]([OH:27])[CH2:25][C:24]([CH3:29])([CH3:28])[CH3:23])=[CH:8][C:9]=1[Cl:22])=[O:14])([CH3:19])([CH3:18])[CH3:17]. Given the reactants C([Li])CCC.Br[C:7]1[CH:21]=[CH:20][C:10]([CH2:11][NH:12][C:13]([O:15][C:16]([CH3:19])([CH3:18])[CH3:17])=[O:14])=[C:9]([Cl:22])[CH:8]=1.[CH3:23][C:24]([CH3:29])([CH3:28])[CH2:25][CH:26]=[O:27], predict the reaction product. (5) Given the reactants [Br:1][C:2]1[CH:11]=[CH:10][C:9]2[O:8][C@H:7]3[CH2:12][CH2:13][CH2:14][O:15][C@H:6]3[C@:5]3([C:19](=[O:20])[N:18]([CH3:21])[C:17](=O)[NH:16]3)[C:4]=2[CH:3]=1.[Br:23][C:24]1[CH:33]=[CH:32][C:31]2[O:30][C@H:29]3[CH2:34][CH2:35][CH2:36][O:37][C@H:28]3[C@@:27]3([C:41](=[O:42])[N:40]([CH3:43])[C:39](=O)[NH:38]3)[C:26]=2[CH:25]=1.COC1C=CC(P2(SP(C3C=CC(OC)=CC=3)(=S)S2)=[S:54])=CC=1, predict the reaction product. The product is: [Br:1][C:2]1[CH:11]=[CH:10][C:9]2[O:8][C@H:7]3[CH2:12][CH2:13][CH2:14][O:15][C@H:6]3[C@:5]3([C:19](=[O:20])[N:18]([CH3:21])[C:17](=[S:54])[NH:16]3)[C:4]=2[CH:3]=1.[Br:23][C:24]1[CH:33]=[CH:32][C:31]2[O:30][C@H:29]3[CH2:34][CH2:35][CH2:36][O:37][C@H:28]3[C@@:27]3([C:41](=[O:42])[N:40]([CH3:43])[C:39](=[S:54])[NH:38]3)[C:26]=2[CH:25]=1. (6) Given the reactants [CH2:1]([N:3]1[CH:7]=[CH:6][C:5]([CH2:8]O)=[N:4]1)[CH3:2].S(Cl)([Cl:12])=O, predict the reaction product. The product is: [ClH:12].[Cl:12][CH2:8][C:5]1[CH:6]=[CH:7][N:3]([CH2:1][CH3:2])[N:4]=1. (7) Given the reactants Cl[C:2]1[N:10]=[C:9]([F:11])[N:8]=[C:7]2[C:3]=1[N:4]=[CH:5][N:6]2[CH:12]([CH3:14])[CH3:13].C(N(C(C)C)CC)(C)C.[CH:24]1([CH2:27][NH2:28])[CH2:26][CH2:25]1, predict the reaction product. The product is: [CH:24]1([CH2:27][NH:28][C:2]2[N:10]=[C:9]([F:11])[N:8]=[C:7]3[C:3]=2[N:4]=[CH:5][N:6]3[CH:12]([CH3:14])[CH3:13])[CH2:26][CH2:25]1.